This data is from Catalyst prediction with 721,799 reactions and 888 catalyst types from USPTO. The task is: Predict which catalyst facilitates the given reaction. Reactant: [CH3:1][N:2]1[C:6]2[C:7]3[CH:8]=[CH:9][CH:10]=[CH:11][C:12]=3[O:13][C:14]3([CH2:19][CH2:18][NH:17][CH2:16][CH2:15]3)[C:5]=2[CH:4]=[N:3]1.[CH:20]([C:22]1[CH:23]=[C:24]([CH:28]=[CH:29][C:30]=1[O:31][CH:32]([CH3:34])[CH3:33])[C:25](O)=[O:26])=[O:21].CCN=C=NCCCN(C)C.CCN(CC)CC. Product: [CH:32]([O:31][C:30]1[CH:29]=[CH:28][C:24]([C:25]([N:17]2[CH2:18][CH2:19][C:14]3([C:5]4[CH:4]=[N:3][N:2]([CH3:1])[C:6]=4[C:7]4[CH:8]=[CH:9][CH:10]=[CH:11][C:12]=4[O:13]3)[CH2:15][CH2:16]2)=[O:26])=[CH:23][C:22]=1[CH:20]=[O:21])([CH3:34])[CH3:33]. The catalyst class is: 4.